Dataset: Peptide-MHC class I binding affinity with 185,985 pairs from IEDB/IMGT. Task: Regression. Given a peptide amino acid sequence and an MHC pseudo amino acid sequence, predict their binding affinity value. This is MHC class I binding data. (1) The peptide sequence is ASQEVKMVAW. The MHC is Mamu-B17 with pseudo-sequence Mamu-B17. The binding affinity (normalized) is 0. (2) The MHC is HLA-A11:01 with pseudo-sequence HLA-A11:01. The peptide sequence is LIPVSEVLLK. The binding affinity (normalized) is 0.407. (3) The peptide sequence is WMQELRAGA. The MHC is HLA-A24:03 with pseudo-sequence HLA-A24:03. The binding affinity (normalized) is 0.0847. (4) The peptide sequence is MSADNAGAL. The binding affinity (normalized) is 0.0847. The MHC is HLA-A24:03 with pseudo-sequence HLA-A24:03. (5) The peptide sequence is PTPVNIIGRNL. The MHC is HLA-A31:01 with pseudo-sequence HLA-A31:01. The binding affinity (normalized) is 0. (6) The peptide sequence is VQIENLEYTV. The MHC is HLA-A02:06 with pseudo-sequence HLA-A02:06. The binding affinity (normalized) is 0.863. (7) The peptide sequence is GLICGLRQL. The MHC is HLA-A03:01 with pseudo-sequence HLA-A03:01. The binding affinity (normalized) is 0. (8) The peptide sequence is AEMGGHAER. The MHC is HLA-B15:01 with pseudo-sequence HLA-B15:01. The binding affinity (normalized) is 0.0847. (9) The peptide sequence is GSVVASQIF. The MHC is HLA-A26:01 with pseudo-sequence HLA-A26:01. The binding affinity (normalized) is 0.0847.